Dataset: Peptide-MHC class I binding affinity with 185,985 pairs from IEDB/IMGT. Task: Regression. Given a peptide amino acid sequence and an MHC pseudo amino acid sequence, predict their binding affinity value. This is MHC class I binding data. The peptide sequence is IEPRNDSNV. The binding affinity (normalized) is 0.0641. The MHC is H-2-Db with pseudo-sequence H-2-Db.